Task: Regression. Given two drug SMILES strings and cell line genomic features, predict the synergy score measuring deviation from expected non-interaction effect.. Dataset: NCI-60 drug combinations with 297,098 pairs across 59 cell lines Drug 1: CCC(=C(C1=CC=CC=C1)C2=CC=C(C=C2)OCCN(C)C)C3=CC=CC=C3.C(C(=O)O)C(CC(=O)O)(C(=O)O)O. Drug 2: CC1=C2C(C(=O)C3(C(CC4C(C3C(C(C2(C)C)(CC1OC(=O)C(C(C5=CC=CC=C5)NC(=O)C6=CC=CC=C6)O)O)OC(=O)C7=CC=CC=C7)(CO4)OC(=O)C)O)C)OC(=O)C. Cell line: NCI-H522. Synergy scores: CSS=49.6, Synergy_ZIP=14.8, Synergy_Bliss=17.6, Synergy_Loewe=-16.8, Synergy_HSA=14.8.